Dataset: NCI-60 drug combinations with 297,098 pairs across 59 cell lines. Task: Regression. Given two drug SMILES strings and cell line genomic features, predict the synergy score measuring deviation from expected non-interaction effect. (1) Drug 1: C(CC(=O)O)C(=O)CN.Cl. Drug 2: COC1=C2C(=CC3=C1OC=C3)C=CC(=O)O2. Cell line: NCI-H522. Synergy scores: CSS=4.39, Synergy_ZIP=-1.05, Synergy_Bliss=1.28, Synergy_Loewe=-1.90, Synergy_HSA=-1.48. (2) Drug 1: C1=CC(=C2C(=C1NCCNCCO)C(=O)C3=C(C=CC(=C3C2=O)O)O)NCCNCCO. Drug 2: CC1C(C(CC(O1)OC2CC(CC3=C2C(=C4C(=C3O)C(=O)C5=CC=CC=C5C4=O)O)(C(=O)C)O)N)O. Cell line: NCI-H226. Synergy scores: CSS=63.4, Synergy_ZIP=8.04, Synergy_Bliss=7.90, Synergy_Loewe=11.7, Synergy_HSA=12.9.